Dataset: Full USPTO retrosynthesis dataset with 1.9M reactions from patents (1976-2016). Task: Predict the reactants needed to synthesize the given product. (1) Given the product [C:3]([O:11][C:12]1[CH:17]=[C:16]([CH:18]([CH3:19])[CH3:20])[CH:15]=[CH:14][C:13]=1[C:21]1([NH:35][C:36](=[O:43])[CH2:37][CH2:38][CH2:39][CH2:40][CH2:41][CH3:42])[C:29](=[O:30])[C:28]2[C:23](=[CH:24][CH:25]=[CH:26][C:27]=2[NH2:31])[C:22]1=[O:34])(=[O:10])[CH2:4][CH2:5][CH2:6][CH2:7][CH2:8][CH3:9], predict the reactants needed to synthesize it. The reactants are: Cl.O.[C:3]([O:11][C:12]1[CH:17]=[C:16]([CH:18]([CH3:20])[CH3:19])[CH:15]=[CH:14][C:13]=1[C:21]1([NH:35][C:36](=[O:43])[CH2:37][CH2:38][CH2:39][CH2:40][CH2:41][CH3:42])[C:29](=[O:30])[C:28]2[C:23](=[CH:24][CH:25]=[CH:26][C:27]=2[N+:31]([O-])=O)[C:22]1=[O:34])(=[O:10])[CH2:4][CH2:5][CH2:6][CH2:7][CH2:8][CH3:9]. (2) Given the product [C:1]([C:5]1[C:9]([Cl:10])=[C:8]([C:11]([OH:13])=[O:12])[N:7]([CH3:16])[N:6]=1)([CH3:4])([CH3:2])[CH3:3], predict the reactants needed to synthesize it. The reactants are: [C:1]([C:5]1[C:9]([Cl:10])=[C:8]([C:11]([O:13]CC)=[O:12])[N:7]([CH3:16])[N:6]=1)([CH3:4])([CH3:3])[CH3:2].[OH-].[Na+]. (3) Given the product [NH:19]1[CH2:18][CH2:17][CH:16]([C:13]2[CH:14]=[CH:15][C:10]([S:7]([NH:6][C:5]3[S:1][N:2]=[CH:3][N:4]=3)(=[O:9])=[O:8])=[CH:11][CH:12]=2)[CH2:21][CH2:20]1, predict the reactants needed to synthesize it. The reactants are: [S:1]1[C:5]([NH:6][S:7]([C:10]2[CH:15]=[CH:14][C:13]([CH:16]3[CH2:21][CH2:20][N:19](C(=O)C(F)(F)F)[CH2:18][CH2:17]3)=[CH:12][CH:11]=2)(=[O:9])=[O:8])=[N:4][CH:3]=[N:2]1.[OH-].[Na+].Cl.